From a dataset of hERG potassium channel inhibition data for cardiac toxicity prediction from Karim et al.. Regression/Classification. Given a drug SMILES string, predict its toxicity properties. Task type varies by dataset: regression for continuous values (e.g., LD50, hERG inhibition percentage) or binary classification for toxic/non-toxic outcomes (e.g., AMES mutagenicity, cardiotoxicity, hepatotoxicity). Dataset: herg_karim. The drug is C[N+]1CCCC1c1cccnc1. The result is 0 (non-blocker).